Dataset: Reaction yield outcomes from USPTO patents with 853,638 reactions. Task: Predict the reaction yield, written as a fraction of the theoretical maximum amount of product (1.0 means a 100% yield; for example, 0.34 means a 34% yield). The reactants are [CH3:1][C:2]1([CH3:13])[CH2:7][CH2:6][C:5](=[O:8])[CH2:4][C@@H:3]1[C:9]([O:11][CH3:12])=[O:10].C(C1C=CC=C(C(C)(C)C)N=1)(C)(C)C.[O:28](S(C(F)(F)F)(=O)=O)[S:29]([C:32]([F:35])([F:34])[F:33])(=O)=[O:30]. The catalyst is ClCCCl. The product is [CH3:1][C:2]1([CH3:13])[C@@H:3]([C:9]([O:11][CH3:12])=[O:10])[CH2:4][C:5]([O:8][S:29]([C:32]([F:35])([F:34])[F:33])(=[O:30])=[O:28])=[CH:6][CH2:7]1. The yield is 0.720.